This data is from NCI-60 drug combinations with 297,098 pairs across 59 cell lines. The task is: Regression. Given two drug SMILES strings and cell line genomic features, predict the synergy score measuring deviation from expected non-interaction effect. (1) Drug 1: C1CC(C1)(C(=O)O)C(=O)O.[NH2-].[NH2-].[Pt+2]. Drug 2: COCCOC1=C(C=C2C(=C1)C(=NC=N2)NC3=CC=CC(=C3)C#C)OCCOC.Cl. Cell line: 786-0. Synergy scores: CSS=8.51, Synergy_ZIP=-3.31, Synergy_Bliss=-1.33, Synergy_Loewe=-0.993, Synergy_HSA=0.858. (2) Drug 1: C1CCN(CC1)CCOC2=CC=C(C=C2)C(=O)C3=C(SC4=C3C=CC(=C4)O)C5=CC=C(C=C5)O. Drug 2: CC1=C(N=C(N=C1N)C(CC(=O)N)NCC(C(=O)N)N)C(=O)NC(C(C2=CN=CN2)OC3C(C(C(C(O3)CO)O)O)OC4C(C(C(C(O4)CO)O)OC(=O)N)O)C(=O)NC(C)C(C(C)C(=O)NC(C(C)O)C(=O)NCCC5=NC(=CS5)C6=NC(=CS6)C(=O)NCCC[S+](C)C)O. Cell line: BT-549. Synergy scores: CSS=-5.01, Synergy_ZIP=1.36, Synergy_Bliss=0.384, Synergy_Loewe=-0.0399, Synergy_HSA=-1.99. (3) Drug 1: CC(C)(C#N)C1=CC(=CC(=C1)CN2C=NC=N2)C(C)(C)C#N. Drug 2: CC12CCC3C(C1CCC2OP(=O)(O)O)CCC4=C3C=CC(=C4)OC(=O)N(CCCl)CCCl.[Na+]. Cell line: SF-295. Synergy scores: CSS=-1.50, Synergy_ZIP=-0.0772, Synergy_Bliss=0.552, Synergy_Loewe=-1.65, Synergy_HSA=-1.55. (4) Drug 1: C1=CC(=C2C(=C1NCCNCCO)C(=O)C3=C(C=CC(=C3C2=O)O)O)NCCNCCO. Drug 2: COC1=C2C(=CC3=C1OC=C3)C=CC(=O)O2. Cell line: A549. Synergy scores: CSS=42.7, Synergy_ZIP=6.23, Synergy_Bliss=-0.00428, Synergy_Loewe=-6.73, Synergy_HSA=1.10. (5) Drug 1: C1CN1P(=S)(N2CC2)N3CC3. Drug 2: C1C(C(OC1N2C=NC3=C(N=C(N=C32)Cl)N)CO)O. Cell line: T-47D. Synergy scores: CSS=31.7, Synergy_ZIP=-12.6, Synergy_Bliss=-9.91, Synergy_Loewe=-6.37, Synergy_HSA=-4.45. (6) Drug 1: C1CC(C1)(C2=CC=C(C=C2)C3=C(C=C4C(=N3)C=CN5C4=NNC5=O)C6=CC=CC=C6)N. Drug 2: CCC1=C2N=C(C=C(N2N=C1)NCC3=C[N+](=CC=C3)[O-])N4CCCCC4CCO. Cell line: SW-620. Synergy scores: CSS=43.0, Synergy_ZIP=-1.13, Synergy_Bliss=-1.72, Synergy_Loewe=-3.70, Synergy_HSA=-1.94.